Dataset: Reaction yield outcomes from USPTO patents with 853,638 reactions. Task: Predict the reaction yield, written as a fraction of the theoretical maximum amount of product (1.0 means a 100% yield; for example, 0.34 means a 34% yield). The reactants are Cl.[Br:2][C:3]1[CH:10]=[CH:9][C:6]([CH2:7][NH2:8])=[CH:5][CH:4]=1.[OH-].[Na+].[CH3:13][C:14]([O:17][C:18](O[C:18]([O:17][C:14]([CH3:16])([CH3:15])[CH3:13])=[O:19])=[O:19])([CH3:16])[CH3:15]. The catalyst is O1CCOCC1. The product is [C:14]([O:17][C:18](=[O:19])[NH:8][CH2:7][C:6]1[CH:9]=[CH:10][C:3]([Br:2])=[CH:4][CH:5]=1)([CH3:16])([CH3:15])[CH3:13]. The yield is 0.960.